Dataset: Reaction yield outcomes from USPTO patents with 853,638 reactions. Task: Predict the reaction yield, written as a fraction of the theoretical maximum amount of product (1.0 means a 100% yield; for example, 0.34 means a 34% yield). The reactants are [C:1]([O:5][C:6]([N:8]1[CH2:11][CH:10]([CH2:12][NH:13][CH2:14]C)[CH2:9]1)=[O:7])([CH3:4])([CH3:3])[CH3:2].[O:16]1[CH2:20][CH2:19][C:18](=O)[CH2:17]1.C(N(C(C)C)CC)(C)C.C(O[BH-](OC(=O)C)OC(=O)C)(=O)C.[Na+]. The catalyst is C(Cl)Cl. The product is [C:1]([O:5][C:6]([N:8]1[CH2:11][CH:10]([CH2:12][N:13]([CH3:14])[CH:18]2[CH2:19][CH2:20][O:16][CH2:17]2)[CH2:9]1)=[O:7])([CH3:4])([CH3:3])[CH3:2]. The yield is 0.950.